From a dataset of Peptide-MHC class I binding affinity with 185,985 pairs from IEDB/IMGT. Regression. Given a peptide amino acid sequence and an MHC pseudo amino acid sequence, predict their binding affinity value. This is MHC class I binding data. (1) The peptide sequence is WPISKMDLGV. The MHC is HLA-B51:01 with pseudo-sequence HLA-B51:01. The binding affinity (normalized) is 0.255. (2) The MHC is HLA-B57:01 with pseudo-sequence HLA-B57:01. The peptide sequence is LESLTDREL. The binding affinity (normalized) is 0.0847. (3) The peptide sequence is YRTAVCGLY. The MHC is HLA-B27:05 with pseudo-sequence HLA-B27:05. The binding affinity (normalized) is 0.409. (4) The peptide sequence is NTVGMSIVCI. The MHC is HLA-A02:02 with pseudo-sequence HLA-A02:02. The binding affinity (normalized) is 0.259. (5) The peptide sequence is KNATWCLEV. The MHC is HLA-A02:01 with pseudo-sequence HLA-A02:01. The binding affinity (normalized) is 0.126.